This data is from Catalyst prediction with 721,799 reactions and 888 catalyst types from USPTO. The task is: Predict which catalyst facilitates the given reaction. (1) Reactant: S(=O)(=O)(O)O.[CH3:6][O:7][CH:8]1[CH2:13][CH2:12][CH:11]([C:14]([OH:16])=[O:15])[CH2:10][CH2:9]1.[C:17](=O)(O)[O-].[Na+]. Product: [CH3:6][O:7][CH:8]1[CH2:13][CH2:12][CH:11]([C:14]([O:16][CH3:17])=[O:15])[CH2:10][CH2:9]1. The catalyst class is: 5. (2) Reactant: [Br:1][C:2]1[CH:7]=[CH:6][C:5]([OH:8])=[C:4]([N+:9]([O-:11])=[O:10])[CH:3]=1.C(=O)([O-])[O-].[K+].[K+].Br[CH2:19][C:20]([O:22][CH2:23][CH3:24])=[O:21]. Product: [CH2:23]([O:22][C:20](=[O:21])[CH2:19][O:8][C:5]1[CH:6]=[CH:7][C:2]([Br:1])=[CH:3][C:4]=1[N+:9]([O-:11])=[O:10])[CH3:24]. The catalyst class is: 9. (3) Reactant: Cl[C:2]1[N:7]=[C:6]([S:8][CH2:9][C:10]2[CH:15]=[CH:14][CH:13]=[C:12]([F:16])[C:11]=2[F:17])[N:5]=[C:4]([NH2:18])[CH:3]=1.C(N(CC)C(C)C)(C)C.[NH2:28][C@@H:29]([CH2:31][OH:32])[CH3:30].[Cl-].[NH4+]. Product: [NH2:18][C:4]1[N:5]=[C:6]([S:8][CH2:9][C:10]2[CH:15]=[CH:14][CH:13]=[C:12]([F:16])[C:11]=2[F:17])[N:7]=[C:2]([NH:28][C@H:29]([CH3:30])[CH2:31][OH:32])[CH:3]=1. The catalyst class is: 37. (4) Reactant: [CH2:1]([NH2:4])[CH:2]=[CH2:3].Cl.C(O[C:9]1[CH:14]=[CH:13][N:12]=[CH:11][C:10]=1[N+:15]([O-:17])=[O:16])C. Product: [CH2:1]([NH:4][C:9]1[CH:14]=[CH:13][N:12]=[CH:11][C:10]=1[N+:15]([O-:17])=[O:16])[CH:2]=[CH2:3]. The catalyst class is: 8. (5) Reactant: [CH3:1][O:2][C:3]1[CH:8]=[C:7]([O:9][CH3:10])[N:6]=[C:5](N)[N:4]=1.N([O-])=[O:13].[Na+]. Product: [CH3:1][O:2][C:3]1[CH:8]=[C:7]([O:9][CH3:10])[NH:6][C:5](=[O:13])[N:4]=1. The catalyst class is: 15. (6) Reactant: [O:1]=[C:2]1[N:6]([CH2:7][C:8]2[CH:13]=[CH:12][CH:11]=[CH:10][N:9]=2)[C@H:5]([C:14]([OH:16])=O)[CH2:4][CH2:3]1.Cl.CN(C)CCCN=C=NCC.ON1C2C=CC=CC=2N=N1.[Cl:39][C:40]1[C:45]([C:46]([F:49])([F:48])[F:47])=[CH:44][CH:43]=[CH:42][C:41]=1[CH2:50][NH2:51]. Product: [Cl:39][C:40]1[C:45]([C:46]([F:48])([F:49])[F:47])=[CH:44][CH:43]=[CH:42][C:41]=1[CH2:50][NH:51][C:14](=[O:16])[C@@H:5]1[CH2:4][CH2:3][C:2](=[O:1])[N:6]1[CH2:7][C:8]1[CH:13]=[CH:12][CH:11]=[CH:10][N:9]=1. The catalyst class is: 4. (7) Reactant: [C:1]1(=O)[O:6][C:4](=[O:5])[CH2:3][CH2:2]1.C[Mg]Br.[CH3:11][CH2:12]OCC.[CH3:16][C:17](O)=O. Product: [CH2:11]([C:1]1([CH2:16][CH3:17])[O:6][C:4](=[O:5])[CH2:3][CH2:2]1)[CH3:12]. The catalyst class is: 6. (8) Reactant: CO[C:3]([C:5]1[C:6]([OH:35])=[C:7]2[C:12](=[C:13]([C:15]3[CH:16]=[N:17][CH:18]=[CH:19][CH:20]=3)[N:14]=1)[N:11]([CH2:21][CH:22]1[CH2:27][CH2:26][CH2:25][CH2:24][CH2:23]1)[C:10](=[O:28])[C:9]([C:29]1[CH:34]=[CH:33][CH:32]=[CH:31][CH:30]=1)=[CH:8]2)=[O:4].[NH2:36][CH2:37][CH2:38][C:39]([OH:41])=[O:40].C[O-].[Na+]. Product: [CH:22]1([CH2:21][N:11]2[C:12]3[C:7](=[C:6]([OH:35])[C:5]([C:3]([NH:36][CH2:37][CH2:38][C:39]([OH:41])=[O:40])=[O:4])=[N:14][C:13]=3[C:15]3[CH:16]=[N:17][CH:18]=[CH:19][CH:20]=3)[CH:8]=[C:9]([C:29]3[CH:34]=[CH:33][CH:32]=[CH:31][CH:30]=3)[C:10]2=[O:28])[CH2:23][CH2:24][CH2:25][CH2:26][CH2:27]1. The catalyst class is: 250. (9) Reactant: [F:1][C:2]1[CH:22]=[C:21]([S:23]([CH3:26])(=[O:25])=[O:24])[CH:20]=[CH:19][C:3]=1[O:4][C@H:5]1[CH2:9][CH2:8][N:7]([CH:10]2[CH2:15][CH2:14][N:13]([C:16]#[N:17])[CH2:12][CH2:11]2)[C:6]1=[O:18].[NH4+].[Cl-].[N-:29]=[N+:30]=[N-:31].[Na+]. Product: [N:17]1[NH:29][N:30]=[N:31][C:16]=1[N:13]1[CH2:12][CH2:11][CH:10]([N:7]2[CH2:8][CH2:9][C@H:5]([O:4][C:3]3[CH:19]=[CH:20][C:21]([S:23]([CH3:26])(=[O:25])=[O:24])=[CH:22][C:2]=3[F:1])[C:6]2=[O:18])[CH2:15][CH2:14]1. The catalyst class is: 3.